Task: Predict which catalyst facilitates the given reaction.. Dataset: Catalyst prediction with 721,799 reactions and 888 catalyst types from USPTO (1) Reactant: Cl[CH2:2][C:3]1[O:7][C:6]([NH:8][C:9](=[O:15])[O:10][C:11]([CH3:14])([CH3:13])[CH3:12])=[N:5][N:4]=1.[CH2:16]([O:23][C:24]1[CH:29]=[CH:28][C:27]([CH:30]2[CH2:32][CH:31]2[NH2:33])=[CH:26][CH:25]=1)[C:17]1[CH:22]=[CH:21][CH:20]=[CH:19][CH:18]=1.C([O-])([O-])=O.[K+].[K+]. The catalyst class is: 3. Product: [CH2:16]([O:23][C:24]1[CH:25]=[CH:26][C:27]([CH:30]2[CH2:32][CH:31]2[NH:33][CH2:2][C:3]2[O:7][C:6]([NH:8][C:9](=[O:15])[O:10][C:11]([CH3:14])([CH3:13])[CH3:12])=[N:5][N:4]=2)=[CH:28][CH:29]=1)[C:17]1[CH:18]=[CH:19][CH:20]=[CH:21][CH:22]=1. (2) Reactant: [CH2:1]([O:3][C:4]1[CH:21]=[CH:20][CH:19]=[CH:18][C:5]=1[C:6]([NH:8][N:9]1[CH:13]=[C:12]([CH3:14])[N:11]=[C:10]1[CH2:15][CH2:16][CH3:17])=[O:7])[CH3:2].C(=O)([O-])[O-].[Na+].[Na+].[I:28]I.C(OCC)(=O)C. Product: [CH2:1]([O:3][C:4]1[CH:21]=[CH:20][CH:19]=[CH:18][C:5]=1[C:6]([NH:8][N:9]1[C:13]([I:28])=[C:12]([CH3:14])[N:11]=[C:10]1[CH2:15][CH2:16][CH3:17])=[O:7])[CH3:2]. The catalyst class is: 38. (3) Reactant: [CH2:1]([N:5]1[CH2:10][CH2:9][O:8][CH:7]([CH2:11][NH:12][C:13]2[C:14]3[N:15]([CH:21]=[CH:22][CH:23]=3)[N:16]=[CH:17][C:18]=2[C:19]#[N:20])[CH2:6]1)[CH:2]([CH3:4])[CH3:3].[NH4+].[OH-:25].[OH:26]O. Product: [C:19]([C:18]1[CH:17]=[N:16][N:15]2[CH:21]=[CH:22][CH:23]=[C:14]2[C:13]=1[NH:12][CH2:11][CH:7]1[O:8][CH2:9][CH2:10][N+:5]([O-:26])([CH2:1][CH:2]([CH3:4])[CH3:3])[CH2:6]1)(=[O:25])[NH2:20]. The catalyst class is: 14. (4) Reactant: [FH:1].[FH:2].F.C(N(CC)CC)C.C(N(CC)CC)C.[B-](F)(F)(F)F.CCN([S+](F)F)CC.[C:31]([O:35][C:36]([N:38]1[CH2:43][C:42](=O)[CH2:41][CH2:40][CH:39]1[C:45]([O:47][CH3:48])=[O:46])=[O:37])([CH3:34])([CH3:33])[CH3:32].C([O-])(O)=O.[Na+]. Product: [C:31]([O:35][C:36]([N:38]1[CH2:43][C:42]([F:2])([F:1])[CH2:41][CH2:40][CH:39]1[C:45]([O:47][CH3:48])=[O:46])=[O:37])([CH3:34])([CH3:33])[CH3:32]. The catalyst class is: 2.